This data is from Reaction yield outcomes from USPTO patents with 853,638 reactions. The task is: Predict the reaction yield, written as a fraction of the theoretical maximum amount of product (1.0 means a 100% yield; for example, 0.34 means a 34% yield). (1) The reactants are BrC1C=[C:4](OC)[C:5]([O:9]C)=CC=1Br.F[C:14]1[CH:19]=CC(B(O)O)=CC=1.[CH3:23][CH:24]([C:26]1C=C(C(C)C)[C:29](C2C=CC=CC=2P(C2CCCCC2)C2CCCCC2)=[C:28](C(C)C)[CH:27]=1)C.C([O-])([O-])=[O:58].[K+].[K+]. The catalyst is CCOC(C)=O.CC([O-])=O.CC([O-])=O.[Pd+2]. The product is [CH3:4][CH2:5][O:9][C:14]([CH3:19])=[O:58].[CH3:23][CH2:24][CH2:26][CH2:27][CH2:28][CH3:29]. The yield is 0.950. (2) The reactants are [CH3:1][C:2]1[CH:3]=[CH:4][CH:5]=[CH:6][C:7]=1[NH2:8].CCN(CC)CC.[CH3:16][C:17]([CH3:22])([CH3:21])[C:18](Cl)=[O:19]. The catalyst is C(Cl)Cl. The product is [CH3:16][C:17]([CH3:22])([CH3:21])[C:18]([NH:8][C:7]1[CH:6]=[CH:5][CH:4]=[CH:3][C:2]=1[CH3:1])=[O:19]. The yield is 0.920.